From a dataset of Full USPTO retrosynthesis dataset with 1.9M reactions from patents (1976-2016). Predict the reactants needed to synthesize the given product. (1) Given the product [CH3:24][N:25]1[CH2:28][CH2:26][N:25]([CH2:28][CH2:22][CH2:23][N:14]2[CH:15]=[C:11]([B:6]3[O:7][C:8]([CH3:9])([CH3:10])[C:4]([CH3:16])([CH3:3])[O:5]3)[CH:12]=[N:13]2)[CH2:24][CH2:26]1, predict the reactants needed to synthesize it. The reactants are: [H-].[Na+].[CH3:3][C:4]1([CH3:16])[C:8]([CH3:10])([CH3:9])[O:7][B:6]([C:11]2[CH:12]=[N:13][NH:14][CH:15]=2)[O:5]1.O.C(O[CH2:22][CH3:23])(=O)C.[CH3:24][N:25]([CH3:28])[CH:26]=O. (2) Given the product [NH2:21][C:20]1[N:19]=[CH:18][N:17]=[C:16]2[N:12]([CH:10]([C:4]3[C:3]([O:23][CH3:24])=[C:2]([CH2:7][CH2:2][C:3]([O:23][C:33]([CH3:34])([CH3:38])[CH3:39])=[O:40])[C:7]([CH3:8])=[C:6]([Cl:9])[CH:5]=3)[CH3:11])[N:13]=[C:14]([CH3:22])[C:15]=12, predict the reactants needed to synthesize it. The reactants are: Br[C:2]1[C:3]([O:23][CH3:24])=[C:4]([CH:10]([N:12]2[C:16]3=[N:17][CH:18]=[N:19][C:20]([NH2:21])=[C:15]3[C:14]([CH3:22])=[N:13]2)[CH3:11])[CH:5]=[C:6]([Cl:9])[C:7]=1[CH3:8].P([O-])([O-])([O-])=O.[K+].[K+].[K+].[C:33]1([CH3:39])[CH:38]=CC=C[CH:34]=1.[OH2:40]. (3) The reactants are: [NH:1]([C:5]1[CH:11]=[CH:10][C:8]([OH:9])=[CH:7][CH:6]=1)[C:2]([CH3:4])=[O:3].C([O-])([O-])=O.[K+].[K+].[CH3:18][CH2:19][O:20][C:21]([CH2:23]Br)=[O:22]. Given the product [CH2:19]([O:20][C:21](=[O:22])[CH2:23][O:9][C:8]1[CH:10]=[CH:11][C:5]([NH:1][C:2](=[O:3])[CH3:4])=[CH:6][CH:7]=1)[CH3:18], predict the reactants needed to synthesize it. (4) Given the product [Cl:8][C:5]1[C:4]([NH2:9])=[CH:3][C:2]([C:13]2[CH2:14][CH2:15][O:10][CH2:11][CH:12]=2)=[CH:7][N:6]=1, predict the reactants needed to synthesize it. The reactants are: Br[C:2]1[CH:3]=[C:4]([NH2:9])[C:5]([Cl:8])=[N:6][CH:7]=1.[O:10]1[CH2:15][CH:14]=[C:13](B2OC(C)(C)C(C)(C)O2)[CH2:12][CH2:11]1.C1(P(C2CCCCC2)C2(OC)CC=CC(OC)=C2C2C=CC=CC=2)CCCCC1.COC1C=CC=C(OC)C=1C1C=CC=CC=1P(C1CCCCC1)C1CCCCC1.[O-]P([O-])([O-])=O.[K+].[K+].[K+]. (5) Given the product [Br:20][C:17]1[N:16]=[C:15]([CH3:21])[C:14]([N:11]2[CH2:12][CH2:13][C@@H:9]([OH:8])[C:10]2=[O:22])=[CH:19][CH:18]=1, predict the reactants needed to synthesize it. The reactants are: C(#N)C.O.C([O:8][CH:9]1[CH2:13][CH2:12][N:11]([C:14]2[C:15]([CH3:21])=[N:16][C:17]([Br:20])=[CH:18][CH:19]=2)[C:10]1=[O:22])(=O)C. (6) Given the product [OH:2][C@@H:3]([C@H:5]1[C:41](=[O:42])[N:7]2[C:8]([C:28]([O-:30])=[O:29])=[C:9]([C:12]3[S:16][C:15]4=[C:17]([S:26][CH3:27])[N:18]([CH2:20][C:21]5[S:22][CH:23]=[CH:24][CH:25]=5)[CH:19]=[N+:14]4[CH:13]=3)[C@H:10]([CH3:11])[C@H:6]12)[CH3:4], predict the reactants needed to synthesize it. The reactants are: [I-].[OH:2][C@@H:3]([C@H:5]1[C:41](=[O:42])[N:7]2[C:8]([C:28]([O:30]CC3C=CC([N+]([O-])=O)=CC=3)=[O:29])=[C:9]([C:12]3[S:16][C:15]4=[C:17]([S:26][CH3:27])[N:18]([CH2:20][C:21]5[S:22][CH:23]=[CH:24][CH:25]=5)[CH:19]=[N+:14]4[CH:13]=3)[C@H:10]([CH3:11])[C@H:6]12)[CH3:4].P([O-])([O-])([O-])=O.[Na+].[Na+].[Na+].[H][H]. (7) Given the product [Cl:25][C:20]1[CH:19]=[C:18]([C:12]2([C:14]([F:15])([F:17])[F:16])[O:11][N:10]([CH3:26])[C:9]([C:6]3[CH:7]=[CH:8][C:3]([CH2:2][N:32]4[C:28](=[O:38])[C:29]5[C:30](=[CH:34][CH:35]=[CH:36][CH:37]=5)[C:31]4=[O:33])=[C:4]([CH3:27])[CH:5]=3)=[CH:13]2)[CH:23]=[C:22]([Cl:24])[CH:21]=1, predict the reactants needed to synthesize it. The reactants are: Cl[CH2:2][C:3]1[CH:8]=[CH:7][C:6]([C:9]2[N:10]([CH3:26])[O:11][C:12]([C:18]3[CH:23]=[C:22]([Cl:24])[CH:21]=[C:20]([Cl:25])[CH:19]=3)([C:14]([F:17])([F:16])[F:15])[CH:13]=2)=[CH:5][C:4]=1[CH3:27].[C:28]1(=[O:38])[NH:32][C:31](=[O:33])[C:30]2=[CH:34][CH:35]=[CH:36][CH:37]=[C:29]12.[K].[I-].[Na+].CCCCCC. (8) Given the product [Br:42][C:43]1[CH:44]=[CH:45][C:46]([O:52][CH2:53][C:54]2[CH:55]=[CH:56][CH:57]=[CH:58][CH:59]=2)=[C:47]([CH:51]=1)[C:48]([NH:17][C:13]1[CH:14]=[N:15][CH:16]=[C:11]([F:10])[CH:12]=1)=[O:49], predict the reactants needed to synthesize it. The reactants are: C(N(C(C)C)CC)(C)C.[F:10][C:11]1[CH:12]=[C:13]([NH2:17])[CH:14]=[N:15][CH:16]=1.CN(C(ON1N=NC2C=CC=NC1=2)=[N+](C)C)C.F[P-](F)(F)(F)(F)F.[Br:42][C:43]1[CH:44]=[CH:45][C:46]([O:52][CH2:53][C:54]2[CH:59]=[CH:58][CH:57]=[CH:56][CH:55]=2)=[C:47]([CH:51]=1)[C:48](O)=[O:49].